Dataset: Full USPTO retrosynthesis dataset with 1.9M reactions from patents (1976-2016). Task: Predict the reactants needed to synthesize the given product. Given the product [CH3:16][C:15]1[C:14]([O:17][CH:18]2[CH2:23][CH2:22][N:21]([C:24]([O:25][C:26]3([CH3:29])[CH2:28][CH2:27]3)=[O:30])[CH2:20][CH2:19]2)=[N:13][CH:12]=[N:11][C:10]=1[N:8]1[CH2:9][C:5]2[CH:4]=[N:3][N:2]([CH3:1])[C:6]=2[CH2:7]1, predict the reactants needed to synthesize it. The reactants are: [CH3:1][N:2]1[C:6]2[CH2:7][N:8]([C:10]3[C:15]([CH3:16])=[C:14]([O:17][CH:18]4[CH2:23][CH2:22][NH:21][CH2:20][CH2:19]4)[N:13]=[CH:12][N:11]=3)[CH2:9][C:5]=2[CH:4]=[N:3]1.[C:24](=O)([O:30]C1C=CC([N+]([O-])=O)=CC=1)[O:25][C:26]1([CH3:29])[CH2:28][CH2:27]1.C(N(CC)CC)C.